Dataset: hERG Central: cardiac toxicity at 1µM, 10µM, and general inhibition. Task: Predict hERG channel inhibition at various concentrations. (1) The drug is COc1ccc([C@H]2CC(=O)C=C(c3cccc(C#N)c3)C2)cc1. Results: hERG_inhib (hERG inhibition (general)): blocker. (2) The compound is COc1ccc(CNCC(=O)Nc2cc(C)nn2-c2nc(C)cc(C)n2)cc1OC. Results: hERG_inhib (hERG inhibition (general)): blocker.